From a dataset of Forward reaction prediction with 1.9M reactions from USPTO patents (1976-2016). Predict the product of the given reaction. (1) Given the reactants [CH3:1][S:2]([C:5]1[CH:6]=[CH:7][C:8]2[N:12]=[C:11]([C:13]3[CH:18]=[CH:17][C:16](B(O)O)=[CH:15][CH:14]=3)[NH:10][C:9]=2[CH:22]=1)(=[O:4])=[O:3].Br[C:24]1[S:25][CH:26]=[CH:27][C:28]=1[CH3:29], predict the reaction product. The product is: [CH3:1][S:2]([C:5]1[CH:6]=[CH:7][C:8]2[N:12]=[C:11]([C:13]3[CH:18]=[CH:17][C:16]([C:24]4[S:25][CH:26]=[CH:27][C:28]=4[CH3:29])=[CH:15][CH:14]=3)[NH:10][C:9]=2[CH:22]=1)(=[O:4])=[O:3]. (2) Given the reactants [O:1]=[C:2]1[C:10]2[C:5](=[CH:6][CH:7]=[C:8]([C:11]#[N:12])[CH:9]=2)[C:4]2([N:17]3[CH:18]=[N:19][CH:20]=[C:16]3[CH2:15][CH2:14][CH2:13]2)[CH2:3]1.C1(C)C=C(C)C=C(C)C=1S(O[NH2:33])(=O)=O, predict the reaction product. The product is: [O:1]=[C:2]1[CH2:3][C:4]2([N:17]3[CH:18]=[N:19][CH:20]=[C:16]3[CH2:15][CH2:14][CH2:13]2)[C:5]2[C:10](=[CH:9][C:8]([C:11]#[N:12])=[CH:7][CH:6]=2)[NH:33]1. (3) Given the reactants [C:1]([O:8][C:9]([O:11][C:12]([CH3:15])([CH3:14])[CH3:13])=[O:10])(OC(C)(C)C)=O.O.Cl.[OH:18][C:19]1[CH:26]=[CH:25][C:22]([CH:23]=[CH2:24])=[CH:21][CH:20]=1, predict the reaction product. The product is: [OH:18][C:19]1[CH:26]=[CH:25][C:22]([CH:23]=[CH2:24])=[CH:21][CH:20]=1.[C:12]([O:11][C:9]([O:8][C:1]1[CH:24]=[CH:23][C:22]([CH:25]=[CH2:26])=[CH:21][CH:20]=1)=[O:10])([CH3:13])([CH3:14])[CH3:15].